This data is from Catalyst prediction with 721,799 reactions and 888 catalyst types from USPTO. The task is: Predict which catalyst facilitates the given reaction. (1) Reactant: [N:1]([C@@H:4]1[CH2:9][CH2:8][CH2:7][CH2:6][C@@H:5]1[N:10]1[C:14]([C:15]2[CH:20]=[CH:19][CH:18]=[CH:17][CH:16]=2)=[C:13]([C:21]([N:23]2[CH2:28][CH2:27][N:26]([C:29]([O:31][C:32]([CH3:35])([CH3:34])[CH3:33])=[O:30])[CH2:25][C@H:24]2[CH2:36][C:37]2[CH:42]=[CH:41][CH:40]=[CH:39][CH:38]=2)=[O:22])[N:12]=[CH:11]1)=[N+]=[N-]. Product: [NH2:1][C@@H:4]1[CH2:9][CH2:8][CH2:7][CH2:6][C@@H:5]1[N:10]1[C:14]([C:15]2[CH:20]=[CH:19][CH:18]=[CH:17][CH:16]=2)=[C:13]([C:21]([N:23]2[CH2:28][CH2:27][N:26]([C:29]([O:31][C:32]([CH3:35])([CH3:33])[CH3:34])=[O:30])[CH2:25][C@H:24]2[CH2:36][C:37]2[CH:38]=[CH:39][CH:40]=[CH:41][CH:42]=2)=[O:22])[N:12]=[CH:11]1. The catalyst class is: 129. (2) Reactant: [NH2:1][C:2]1[C:7]([C:8]2[CH:16]=[CH:15][C:11]([C:12]([OH:14])=O)=[C:10]([F:17])[CH:9]=2)=[CH:6][C:5]([CH:18]2[CH2:23][CH2:22][O:21][CH2:20][CH2:19]2)=[CH:4][N:3]=1.[CH3:24][C:25]1[N:30]=[C:29]([CH2:31][NH2:32])[CH:28]=[CH:27][CH:26]=1.CCN(C(C)C)C(C)C.C1CN([P+](ON2N=NC3C=CC=CC2=3)(N2CCCC2)N2CCCC2)CC1.F[P-](F)(F)(F)(F)F. Product: [NH2:1][C:2]1[C:7]([C:8]2[CH:16]=[CH:15][C:11]([C:12]([NH:32][CH2:31][C:29]3[CH:28]=[CH:27][CH:26]=[C:25]([CH3:24])[N:30]=3)=[O:14])=[C:10]([F:17])[CH:9]=2)=[CH:6][C:5]([CH:18]2[CH2:23][CH2:22][O:21][CH2:20][CH2:19]2)=[CH:4][N:3]=1. The catalyst class is: 3.